This data is from Catalyst prediction with 721,799 reactions and 888 catalyst types from USPTO. The task is: Predict which catalyst facilitates the given reaction. (1) Reactant: [CH3:1][N:2]1[C:6]([CH:7]2[CH2:13][CH2:12][CH:11]=[CH:10][O:9][CH2:8]2)=[C:5]([N+:14]([O-:16])=[O:15])[CH:4]=[N:3]1.[OH-:17].[Na+].OO. Product: [CH3:1][N:2]1[C:6]([CH:7]2[CH2:8][O:9][CH2:10][CH:11]([OH:17])[CH2:12][CH2:13]2)=[C:5]([N+:14]([O-:16])=[O:15])[CH:4]=[N:3]1. The catalyst class is: 1. (2) Product: [NH2:48][C:35]1[C:34]2[N:33]=[C:32]([CH2:44][CH2:45][CH3:46])[N:31]([CH2:30][CH2:29][CH2:28][CH2:27][N:20]([O:19][C:17]([O:16][C:12]([CH3:13])([CH3:14])[CH3:15])=[O:18])[C:21](=[O:26])[C:22]([CH3:24])([CH3:23])[CH3:25])[C:43]=2[C:42]2[CH:41]=[CH:40][CH:39]=[CH:38][C:37]=2[N:36]=1. The catalyst class is: 22. Reactant: C1C=C(Cl)C=C(C(OO)=O)C=1.[C:12]([O:16][C:17]([O:19][N:20]([CH2:27][CH2:28][CH2:29][CH2:30][N:31]1[C:43]2[C:42]3[CH:41]=[CH:40][CH:39]=[CH:38][C:37]=3[N:36]=[CH:35][C:34]=2[N:33]=[C:32]1[CH2:44][CH2:45][CH3:46])[C:21](=[O:26])[C:22]([CH3:25])([CH3:24])[CH3:23])=[O:18])([CH3:15])([CH3:14])[CH3:13].[OH-].[NH4+:48].C1(S(Cl)(=O)=O)C=CC=CC=1. (3) Reactant: [CH2:1]([C:3]1[S:23][C:6]2[N:7]=[C:8]([NH:17][CH2:18][C@@H:19]([OH:22])[CH2:20][OH:21])[N:9]=[C:10]([N:11]3[CH2:16][CH2:15][NH:14][CH2:13][CH2:12]3)[C:5]=2[CH:4]=1)[CH3:2].C(N(C(C)C)CC)(C)C.[F:33][C:34]([F:40])([F:39])[CH2:35][C:36](O)=[O:37].CN(C(ON1N=NC2C=CC=NC1=2)=[N+](C)C)C.F[P-](F)(F)(F)(F)F. Product: [CH2:1]([C:3]1[S:23][C:6]2[N:7]=[C:8]([NH:17][CH2:18][C@@H:19]([OH:22])[CH2:20][OH:21])[N:9]=[C:10]([N:11]3[CH2:16][CH2:15][N:14]([C:36](=[O:37])[CH2:35][C:34]([F:40])([F:39])[F:33])[CH2:13][CH2:12]3)[C:5]=2[CH:4]=1)[CH3:2]. The catalyst class is: 37. (4) Reactant: [O:1]1[C:5]2[CH:6]=[CH:7][CH:8]=[CH:9][C:4]=2[C:3]([NH2:10])=[N:2]1.Cl[C:12]([O:14][C:15]1[CH:20]=[CH:19][CH:18]=[CH:17][CH:16]=1)=[O:13].O. Product: [C:15]1([O:14][C:12](=[O:13])[NH:10][C:3]2[C:4]3[CH:9]=[CH:8][CH:7]=[CH:6][C:5]=3[O:1][N:2]=2)[CH:20]=[CH:19][CH:18]=[CH:17][CH:16]=1. The catalyst class is: 23. (5) Reactant: [CH3:1][O:2][C:3](=[O:15])[C:4]1[CH:13]=[C:12]([F:14])[CH:11]=[C:6]([C:7](OC)=[O:8])[CH:5]=1.[H-].[Al+3].[Li+].[H-].[H-].[H-]. Product: [CH3:1][O:2][C:3](=[O:15])[C:4]1[CH:5]=[C:6]([CH2:7][OH:8])[CH:11]=[C:12]([F:14])[CH:13]=1. The catalyst class is: 1. (6) Reactant: [I:1][C:2]1[CH:15]=[CH:14][C:13]2[C:12]3[C:7](=[CH:8][C:9](I)=[CH:10][CH:11]=3)[CH2:6][CH2:5][C:4]=2[CH:3]=1.B(OC(C)C)(OC(C)C)[O:18]C(C)C.C([Li])CCC.Cl. Product: [I:1][C:2]1[CH:3]=[C:4]2[C:13]([C:12]3[CH:11]=[CH:10][C:9]([OH:18])=[CH:8][C:7]=3[CH2:6][CH2:5]2)=[CH:14][CH:15]=1. The catalyst class is: 134.